From a dataset of Forward reaction prediction with 1.9M reactions from USPTO patents (1976-2016). Predict the product of the given reaction. (1) Given the reactants [CH3:1][C:2]([CH3:5])([O-])[CH3:3].[K+].CS([O:11][C@H:12]1[CH2:15][C@@H:14]([CH2:16][N:17]([C:19]([O:21][C:22]([CH3:25])([CH3:24])[CH3:23])=[O:20])[CH3:18])[CH2:13]1)(=O)=O.CCO[C:29]([CH3:31])=O, predict the reaction product. The product is: [CH3:18][N:17]([CH2:16][C@H:14]1[CH2:15][C@H:12]([O:11][C:12]2[CH:15]=[CH:3][C:2]([CH2:5][N:17]3[CH2:31][CH2:29][CH2:14][CH2:16]3)=[CH:1][CH:13]=2)[CH2:13]1)[C:19](=[O:20])[O:21][C:22]([CH3:25])([CH3:24])[CH3:23]. (2) Given the reactants Br[C:2]1[CH:3]=[C:4]2[C:8](=[CH:9][CH:10]=1)[N:7]([C:11]([O:13][C:14]([CH3:17])([CH3:16])[CH3:15])=[O:12])[CH2:6][CH2:5]2.CN(C=O)C.C([Li])(C)(C)C.CCCCC, predict the reaction product. The product is: [C:14]([O:13][C:11]([N:7]1[C:8]2[C:4](=[CH:3][CH:2]=[CH:10][CH:9]=2)[CH2:5][CH2:6]1)=[O:12])([CH3:17])([CH3:15])[CH3:16]. (3) Given the reactants P(Br)(Br)[Br:2].[CH3:5][O:6][C:7]1[C:8]([CH2:12]O)=[CH:9][S:10][CH:11]=1, predict the reaction product. The product is: [Br:2][CH2:12][C:8]1[C:7]([O:6][CH3:5])=[CH:11][S:10][CH:9]=1. (4) Given the reactants COC[C:4]1[CH:5]=[C:6]2[C:11](=[CH:12][CH:13]=1)[N:10]=[C:9]([NH:14][CH:15]1[CH2:20][CH2:19][CH2:18][CH:17]([NH2:21])[CH2:16]1)[CH:8]=[CH:7]2.[CH3:22][N:23]1[C:31]2[C:26](=[CH:27][CH:28]=[CH:29][CH:30]=2)[C:25]([CH:32]=O)=[CH:24]1.C[C:35](O)=[O:36].[CH2:38](Cl)Cl.CO, predict the reaction product. The product is: [CH3:35][O:36][C:4]1[CH:5]=[C:6]2[C:11](=[CH:12][CH:13]=1)[N:10]=[C:9]([NH:14][CH:15]1[CH2:20][CH2:19][CH2:18][CH:17]([NH:21][CH2:32][C:25]3[C:26]4[C:31](=[CH:30][CH:29]=[CH:28][CH:27]=4)[N:23]([CH3:22])[CH:24]=3)[CH2:16]1)[CH:8]=[C:7]2[CH3:38]. (5) Given the reactants [C:1]([C:3]1[CH:4]=[N:5][N:6]2[C:11]([C:12]([F:15])([F:14])[F:13])=[CH:10][C:9]([C:16]3[CH:21]=[CH:20][C:19]([C:22]([F:25])([F:24])[F:23])=[CH:18][CH:17]=3)=[N:8][C:7]=12)#[CH:2].Br[C:27]1[CH:28]=[CH:29][C:30]([CH3:33])=[N:31][CH:32]=1, predict the reaction product. The product is: [CH3:33][C:30]1[N:31]=[CH:32][C:27]([C:2]#[C:1][C:3]2[CH:4]=[N:5][N:6]3[C:11]([C:12]([F:14])([F:13])[F:15])=[CH:10][C:9]([C:16]4[CH:21]=[CH:20][C:19]([C:22]([F:25])([F:24])[F:23])=[CH:18][CH:17]=4)=[N:8][C:7]=23)=[CH:28][CH:29]=1. (6) Given the reactants [F:1][C:2]1[CH:7]=[C:6]([OH:8])[CH:5]=[CH:4][C:3]=1[CH:9]([CH3:14])[C:10]([O:12]C)=[O:11].[CH:15]12[O:20][CH:16]1[CH2:17][CH2:18][CH2:19]2.[H-].[Na+], predict the reaction product. The product is: [F:1][C:2]1[CH:7]=[C:6]([O:8][C@H:15]2[CH2:19][CH2:18][CH2:17][C@@H:16]2[OH:20])[CH:5]=[CH:4][C:3]=1[CH:9]([CH3:14])[C:10]([OH:12])=[O:11]. (7) Given the reactants [CH3:1][N:2]1[CH2:7][CH2:6][C:5](=[N:8][OH:9])[CH2:4][CH2:3]1.C([O-])(=O)C.C([O-])(=O)C.C([O-])(=O)C.C([O-])(=O)C.[Pb+4].[F:27][C:28]1[CH:36]=[C:35]([F:37])[CH:34]=[CH:33][C:29]=1[C:30]([OH:32])=[O:31], predict the reaction product. The product is: [F:27][C:28]1[CH:36]=[C:35]([F:37])[CH:34]=[CH:33][C:29]=1[C:30]([O:32][C:5]1([N:8]=[O:9])[CH2:6][CH2:7][N:2]([CH3:1])[CH2:3][CH2:4]1)=[O:31].